From a dataset of Experimentally validated miRNA-target interactions with 360,000+ pairs, plus equal number of negative samples. Binary Classification. Given a miRNA mature sequence and a target amino acid sequence, predict their likelihood of interaction. (1) The miRNA is hsa-miR-183-5p with sequence UAUGGCACUGGUAGAAUUCACU. The protein sequence of the target gene is MAEAKTHWLGAALSLIPLIFLISGAEAASFQRNQLLQKEPDLRLENVQKFPSPEMIRALEYIENLRQQAHKEESSPDYNPYQGVSVPLQQKENGDESHLPERDSLSEEDWMRIILEALRQAENEPQSAPKENKPYALNSEKNFPMDMSDDYETQQWPERKLKHMQFPPMYEENSRDNPFKRTNEIVEEQYTPQSLATLESVFQELGKLTGPNNQKRERMDEEQKLYTDDEDDIYKANNIAYEDVVGGEDWNPVEEKIESQTQEEVRDSKENIEKNEQINDEMKRSGQLGIQEEDLRKESK.... Result: 0 (no interaction). (2) The miRNA is hsa-miR-548aq-5p with sequence GAAAGUAAUUGCUGUUUUUGCC. The protein sequence of the target gene is MADLEVYKNLSPEKVERCMSVMQSGTQMIKLKRGTKGLVRLFYLDEHRTRLRWRPSRKSEKAKILIDSIYKVTEGRQSEIFHRQAEGNFDPSCCFTIYHGNHMESLDLITSNPEEARTWITGLKYLMAGISDEDSLAKRQRTHDQWVKQTFEEADKNGDGLLNIEEIHQLMHKLNVNLPRRKVRQMFQEADTDENQGTLTFEEFCVFYKMMSLRRDLYLLLLSYSDKKDHLTVEELAQFLKVEQKMSNVTLDYCLDIIMKFEVSEENKVKNVLGIEGFTNFMRSPACDVFNPLHHEVYQD.... Result: 0 (no interaction). (3) The miRNA is hsa-miR-124-3p with sequence UAAGGCACGCGGUGAAUGCCAA. The protein sequence of the target gene is MALLSEGLDEVPAACLSPCGPPNPTELFSESRRLALEELVAGGPEAFAAFLRRERLARFLNPDEVHAILRAAERPGEEGAAAAAAAEDSFGSSHDCSSGTYFPEQSDLEPPLLELGWPAFYQGAYRGATRVETHFQPRGAGEGGPYGCKDALRQQLRSAREVIAVVMDVFTDIDIFRDLQEICRKQGVAVYILLDQALLSQFLDMCMDLKVHPEQEKLMTVRTITGNIYYARSGTKIIGKVHEKFTLIDGIRVATGSYSFTWTDGKLNSSNLVILSGQVVEHFDLEFRILYAQSKPISPK.... Result: 1 (interaction). (4) The miRNA is hsa-miR-6826-3p with sequence CUCCCCUCUCUUUCCUGUUCAG. The protein sequence of the target gene is MFSQVPRTPAAGCYYLNPLTPESQEMYLRFDQTARRSPYRMSRILARHHLVTKIQQEIEAKEACDWLRAAGFPQYAQLYEDSQFPINIAAVKKDHDFLERDLVEPLCRRLNTLNKCASMRLDVNFQRKKGDDSDEEDLCISNKWTFQRTSRRWSRVDDLHTLFPVADRNGSPGGPRMRNTASSESVLTDLSEPEVCSIHSESSGGSDSRSQSGHHSADSTHALEATLVSSSLPQSTREGLNQSFHPKNEKPTRTRAKSFLKRMDTLRVKGALGRHKGPGRTGGLVISRPVLQQEPESFKT.... Result: 0 (no interaction). (5) The miRNA is hsa-miR-6767-3p with sequence CCACGUGCUUCUCUUUCCGCAG. The protein sequence of the target gene is MEVAVPVKQEAEGLALDSPWHRFRRFHLGDAPGPREALGLLRALCRDWLRPEVHTKEQMLELLVLEQFLSALPADTQAWVCSRQPQSGEEAVALLEELWGPAASPDGSSATRVPQDVTQGPGATGGKEDSGMIPLAGTAPGAEGPAPGDSQAVRPYKQEPSSPPLAPGLPAFLAAPGTTSCPECGKTSLKPAHLLRHRQSHSGEKPHACPECGKAFRRKEHLRRHRDTHPGSPGSPGPALRPLPAREKPHACCECGKTFYWREHLVRHRKTHSGARPFACWECGKGFGRREHVLRHQRIH.... Result: 0 (no interaction).